Dataset: Catalyst prediction with 721,799 reactions and 888 catalyst types from USPTO. Task: Predict which catalyst facilitates the given reaction. Reactant: [OH:1][CH2:2][CH2:3][C:4]1[C:9](=[O:10])[N:8]2[N:11]=[C:12]([CH3:23])[C:13]([C:14]3[C:19]([CH3:20])=[CH:18][C:17]([CH3:21])=[CH:16][C:15]=3[CH3:22])=[C:7]2[NH:6][C:5]=1[CH3:24].S([O-])([O-])(=O)=S.[Na+].[Na+]. Product: [C:15]1([CH3:22])[CH:16]=[C:17]([CH3:21])[CH:18]=[C:19]([CH3:20])[C:14]=1[C:13]1[C:12]([CH3:23])=[N:11][N:8]2[C:9](=[O:10])[C:4]([CH2:3][CH:2]=[O:1])=[C:5]([CH3:24])[NH:6][C:7]=12. The catalyst class is: 4.